This data is from Forward reaction prediction with 1.9M reactions from USPTO patents (1976-2016). The task is: Predict the product of the given reaction. (1) Given the reactants C([O:3][C:4]([C:6]1([S:20]([C:23]2[CH:28]=[CH:27][C:26]([O:29][CH3:30])=[CH:25][CH:24]=2)(=[O:22])=[O:21])[CH2:11][CH2:10][N:9]([CH2:12][C:13]2[CH:18]=[CH:17][C:16]([Br:19])=[CH:15][CH:14]=2)[CH2:8][CH2:7]1)=[O:5])C, predict the reaction product. The product is: [Br:19][C:16]1[CH:15]=[CH:14][C:13]([CH2:12][N:9]2[CH2:10][CH2:11][C:6]([S:20]([C:23]3[CH:24]=[CH:25][C:26]([O:29][CH3:30])=[CH:27][CH:28]=3)(=[O:22])=[O:21])([C:4]([OH:5])=[O:3])[CH2:7][CH2:8]2)=[CH:18][CH:17]=1. (2) The product is: [CH3:1][C@H:2]1[C:9]([S:10][C@@H:11]2[CH2:15][NH:14][C@H:13]([CH2:16][NH:17][S:18]([NH2:21])(=[O:20])=[O:19])[CH2:12]2)=[C:8]([C:22]([OH:24])=[O:23])[N:7]2[C@H:3]1[C@@H:4]([C@H:25]([OH:27])[CH3:26])[C:5]2=[O:6].[OH2:6]. Given the reactants [CH3:1][C@H:2]1[C:9]([S:10][C@@H:11]2[CH2:15][NH:14][C@H:13]([CH2:16][NH:17][S:18]([NH2:21])(=[O:20])=[O:19])[CH2:12]2)=[C:8]([C:22]([OH:24])=[O:23])[N:7]2[C@H:3]1[C@@H:4]([C@H:25]([OH:27])[CH3:26])[C:5]2=[O:6].N, predict the reaction product. (3) Given the reactants Cl[C:2]1[N:23]=[C:5]2[C:6]([C:10]3[CH:11]=[C:12]([CH:20]=[CH:21][CH:22]=3)[CH2:13][N:14]([CH3:19])[S:15]([CH3:18])(=[O:17])=[O:16])=[CH:7][CH:8]=[CH:9][N:4]2[N:3]=1.[CH3:24][N:25]1[CH2:30][CH2:29][N:28]([C:31]2[CH:36]=[CH:35][C:34]([NH2:37])=[CH:33][CH:32]=2)[CH2:27][CH2:26]1.C1(P(C2CCCCC2)C2C=CC=CC=2C2C=CC=CC=2P(C2CCCCC2)C2CCCCC2)CCCCC1, predict the reaction product. The product is: [CH3:19][N:14]([CH2:13][C:12]1[CH:20]=[CH:21][CH:22]=[C:10]([C:6]2[C:5]3[N:4]([N:3]=[C:2]([NH:37][C:34]4[CH:33]=[CH:32][C:31]([N:28]5[CH2:27][CH2:26][N:25]([CH3:24])[CH2:30][CH2:29]5)=[CH:36][CH:35]=4)[N:23]=3)[CH:9]=[CH:8][CH:7]=2)[CH:11]=1)[S:15]([CH3:18])(=[O:17])=[O:16]. (4) Given the reactants [Cl:1][C:2]1[N:24]=[C:5]2[C:6]([NH:10][CH2:11][C:12]3[CH:17]=[CH:16][CH:15]=[CH:14][C:13]=3[N:18]([CH3:23])[S:19]([CH3:22])(=[O:21])=[O:20])=[CH:7][CH:8]=[CH:9][N:4]2[N:3]=1.[C:25](#N)C.[H-].[Na+], predict the reaction product. The product is: [Cl:1][C:2]1[N:24]=[C:5]2[C:6]([N:10]([CH2:11][C:12]3[CH:17]=[CH:16][CH:15]=[CH:14][C:13]=3[N:18]([CH3:23])[S:19]([CH3:22])(=[O:21])=[O:20])[CH3:25])=[CH:7][CH:8]=[CH:9][N:4]2[N:3]=1. (5) Given the reactants [C:1]([O:5][C:6]([NH:8][C@@H:9]([C:18]([OH:20])=O)[CH2:10][C:11]1[CH:16]=[CH:15][CH:14]=[C:13]([Cl:17])[CH:12]=1)=[O:7])([CH3:4])([CH3:3])[CH3:2].CCN(C(C)C)C(C)C.Cl.[CH3:31][O:32][C:33]1[CH:34]=[C:35]([C:41]2[C@@H:50]3[C@@H:45]([CH2:46][CH2:47][CH2:48][CH2:49]3)[C:44](=[O:51])[N:43]([CH:52]3[CH2:57][CH2:56][NH:55][CH2:54][CH2:53]3)[N:42]=2)[CH:36]=[CH:37][C:38]=1[O:39][CH3:40].CCOC(C(C#N)=NOC(N1CCOCC1)=[N+](C)C)=O.F[P-](F)(F)(F)(F)F.C(=O)(O)[O-].[Na+], predict the reaction product. The product is: [Cl:17][C:13]1[CH:12]=[C:11]([CH2:10][C@@H:9]([NH:8][C:6](=[O:7])[O:5][C:1]([CH3:2])([CH3:3])[CH3:4])[C:18]([N:55]2[CH2:56][CH2:57][CH:52]([N:43]3[N:42]=[C:41]([C:35]4[CH:36]=[CH:37][C:38]([O:39][CH3:40])=[C:33]([O:32][CH3:31])[CH:34]=4)[C@@H:50]4[C@@H:45]([CH2:46][CH2:47][CH2:48][CH2:49]4)[C:44]3=[O:51])[CH2:53][CH2:54]2)=[O:20])[CH:16]=[CH:15][CH:14]=1. (6) Given the reactants [F:1][C:2]1[C:11]2[C:6](=[CH:7][CH:8]=[CH:9][CH:10]=2)[C:5]([C:12]([OH:14])=O)=[CH:4][CH:3]=1.C(Cl)(=O)C(Cl)=O.[Cl-].[Al+3].[Cl-].[Cl-].[CH2:25]([O:30][C:31]1[C:40]2[C:35](=[CH:36][CH:37]=[CH:38][CH:39]=2)[CH:34]=[CH:33][CH:32]=1)[CH2:26][CH2:27][CH2:28][CH3:29], predict the reaction product. The product is: [F:1][C:2]1[C:11]2[C:6](=[CH:7][CH:8]=[CH:9][CH:10]=2)[C:5]([C:12]([C:34]2[C:35]3[C:40](=[CH:39][CH:38]=[CH:37][CH:36]=3)[C:31]([O:30][CH2:25][CH2:26][CH2:27][CH2:28][CH3:29])=[CH:32][CH:33]=2)=[O:14])=[CH:4][CH:3]=1. (7) Given the reactants [CH3:1][O:2][C:3]([CH:5]1[CH2:10][CH:9]2[CH2:11][CH:6]1[CH:7]=[CH:8]2)=[O:4].[CH2:12]([C:16]12[CH2:22][CH:19]([CH2:20][CH2:21]1)[CH:18]=[CH:17]2)[CH2:13][CH2:14][CH3:15].C1(C)C=CC=CC=1.C(O)C, predict the reaction product. The product is: [CH2:12]([C:16]12[CH2:22][CH:19]([CH2:20][CH2:21]1)[CH:18]=[CH:17]2)[CH2:13][CH2:14][CH3:15].[CH3:1][O:2][C:3]([CH:5]1[CH2:10][CH:9]2[CH2:11][CH:6]1[CH:7]=[CH:8]2)=[O:4]. (8) Given the reactants [CH:1]1([N:5]2[CH2:10][CH2:9][C:8]3([CH2:15][CH2:14][N:13]([C:16]4[CH:21]=[CH:20][C:19]([C:22]([N:24]5[CH2:28][CH2:27][CH2:26][CH:25]5[CH3:29])=O)=[CH:18][N:17]=4)[CH2:12][CH2:11]3)[CH2:7][CH2:6]2)[CH2:4][CH2:3][CH2:2]1.[H-].[H-].[H-].[H-].[Li+].[Al+3], predict the reaction product. The product is: [CH:1]1([N:5]2[CH2:10][CH2:9][C:8]3([CH2:15][CH2:14][N:13]([C:16]4[CH:21]=[CH:20][C:19]([CH2:22][N:24]5[CH2:28][CH2:27][CH2:26][CH:25]5[CH3:29])=[CH:18][N:17]=4)[CH2:12][CH2:11]3)[CH2:7][CH2:6]2)[CH2:4][CH2:3][CH2:2]1. (9) Given the reactants [Cl:1][C:2]1[CH:7]=[CH:6][C:5]([N:8]2[C:16]([NH:17][CH:18]3[CH2:23][CH2:22][CH2:21][CH2:20][CH2:19]3)=[C:15]3[C:10]([CH:11]=[CH:12][CH:13]=[CH:14]3)=[N:9]2)=[CH:4][CH:3]=1.[CH3:24][O:25][C:26](=[O:39])[CH2:27][O:28][C:29]1[CH:34]=[CH:33][C:32]([N:35]=[C:36]=[O:37])=[C:31]([F:38])[CH:30]=1.CCN(CC)CC, predict the reaction product. The product is: [CH3:24][O:25][C:26](=[O:39])[CH2:27][O:28][C:29]1[CH:34]=[CH:33][C:32]([NH:35][C:36]([N:17]([C:16]2[N:8]([C:5]3[CH:6]=[CH:7][C:2]([Cl:1])=[CH:3][CH:4]=3)[N:9]=[C:10]3[C:15]=2[CH:14]=[CH:13][CH:12]=[CH:11]3)[CH:18]2[CH2:23][CH2:22][CH2:21][CH2:20][CH2:19]2)=[O:37])=[C:31]([F:38])[CH:30]=1.